Dataset: Catalyst prediction with 721,799 reactions and 888 catalyst types from USPTO. Task: Predict which catalyst facilitates the given reaction. Product: [NH2:1][C:2]1[CH:3]=[C:4]([CH:8]=[C:9]([CH:11]([CH3:13])[CH3:12])[CH:10]=1)[C:5]([OH:7])=[O:6]. Reactant: [NH2:1][C:2]1[CH:3]=[C:4]([CH:8]=[C:9]([C:11]([CH3:13])=[CH2:12])[CH:10]=1)[C:5]([OH:7])=[O:6]. The catalyst class is: 29.